Dataset: Forward reaction prediction with 1.9M reactions from USPTO patents (1976-2016). Task: Predict the product of the given reaction. (1) Given the reactants [Br:1][C:2]1[CH:3]=[C:4]([CH:8]=[CH:9][C:10]=1[N:11]1[C:23]2[CH2:22][CH2:21][CH2:20][C:19](=O)[C:18]=2[C:17]2[C:12]1=[CH:13][CH:14]=[CH:15][CH:16]=2)[C:5]([NH2:7])=[O:6].Cl.[NH2:26][OH:27].CO, predict the reaction product. The product is: [Br:1][C:2]1[CH:3]=[C:4]([CH:8]=[CH:9][C:10]=1[N:11]1[C:23]2[CH2:22][CH2:21][CH2:20][C:19](=[N:26][OH:27])[C:18]=2[C:17]2[C:12]1=[CH:13][CH:14]=[CH:15][CH:16]=2)[C:5]([NH2:7])=[O:6]. (2) The product is: [NH2:18][C:13]1[CH:12]=[C:11]([C:8]2[CH:9]=[CH:10][C:5]([O:4][CH:1]([CH3:3])[CH3:2])=[CH:6][CH:7]=2)[CH:16]=[CH:15][C:14]=1[OH:17]. Given the reactants [CH:1]([O:4][C:5]1[CH:10]=[CH:9][C:8]([C:11]2[CH:16]=[CH:15][C:14]([OH:17])=[C:13]([N+:18]([O-])=O)[CH:12]=2)=[CH:7][CH:6]=1)([CH3:3])[CH3:2], predict the reaction product. (3) Given the reactants [NH2:1][C:2]1[CH:3]=[N:4][N:5]([CH2:21][C:22]([F:25])([F:24])[F:23])[C:6]=1[N:7]1[CH2:12][CH2:11][N:10]([C:13]([O:15][C:16]([CH3:19])([CH3:18])[CH3:17])=[O:14])[CH:9]([CH3:20])[CH2:8]1.[C:26]([O:30][C:31]([NH:33][C:34]1[S:38][C:37]([C:39]2[C:44]([F:45])=[CH:43][CH:42]=[CH:41][C:40]=2[F:46])=[N:36][C:35]=1[C:47](O)=[O:48])=[O:32])([CH3:29])([CH3:28])[CH3:27].CN(C(ON1N=NC2C=CC=NC1=2)=[N+](C)C)C.F[P-](F)(F)(F)(F)F.O, predict the reaction product. The product is: [C:26]([O:30][C:31]([NH:33][C:34]1[S:38][C:37]([C:39]2[C:44]([F:45])=[CH:43][CH:42]=[CH:41][C:40]=2[F:46])=[N:36][C:35]=1[C:47]([NH:1][C:2]1[CH:3]=[N:4][N:5]([CH2:21][C:22]([F:24])([F:25])[F:23])[C:6]=1[N:7]1[CH2:12][CH2:11][N:10]([C:13]([O:15][C:16]([CH3:19])([CH3:17])[CH3:18])=[O:14])[CH:9]([CH3:20])[CH2:8]1)=[O:48])=[O:32])([CH3:29])([CH3:27])[CH3:28]. (4) Given the reactants [NH2:1][C:2]1[CH:7]=[CH:6][CH:5]=[CH:4][CH:3]=1.Cl[CH2:9][Si:10]([O:17][CH2:18][CH3:19])([O:14][CH2:15][CH3:16])[O:11][CH2:12][CH3:13].C(N)CN, predict the reaction product. The product is: [C:2]1([NH:1][CH2:9][Si:10]([O:11][CH2:12][CH3:13])([O:17][CH2:18][CH3:19])[O:14][CH2:15][CH3:16])[CH:7]=[CH:6][CH:5]=[CH:4][CH:3]=1. (5) The product is: [C:1]([O:5][C:6](=[O:17])[NH:7][CH2:8][C:9]1[CH:14]=[CH:13][CH:12]=[CH:11][C:10]=1[S:15]([CH3:16])=[O:19])([CH3:4])([CH3:3])[CH3:2]. Given the reactants [C:1]([O:5][C:6](=[O:17])[NH:7][CH2:8][C:9]1[CH:14]=[CH:13][CH:12]=[CH:11][C:10]=1[S:15][CH3:16])([CH3:4])([CH3:3])[CH3:2].I([O-])(=O)(=O)=[O:19].[Na+], predict the reaction product. (6) Given the reactants [Cl:1][C:2]1[CH:7]=[C:6]([CH2:8][CH2:9][CH2:10][OH:11])[C:5]([C:12]#[N:13])=[CH:4][C:3]=1[NH:14][C:15]1[N:20]=[C:19]([N:21]([CH:31]2[CH2:33][CH2:32]2)[CH2:22][C:23]2[CH:28]=[CH:27][C:26]([O:29][CH3:30])=[CH:25][CH:24]=2)[C:18]2=[N:34][CH:35]=[C:36]([C:37]#[N:38])[N:17]2[N:16]=1.CC(OI1(OC(C)=O)(OC(C)=O)OC(=O)C2C=CC=CC1=2)=O, predict the reaction product. The product is: [Cl:1][C:2]1[CH:7]=[C:6]([CH2:8][CH2:9][CH:10]=[O:11])[C:5]([C:12]#[N:13])=[CH:4][C:3]=1[NH:14][C:15]1[N:20]=[C:19]([N:21]([CH:31]2[CH2:32][CH2:33]2)[CH2:22][C:23]2[CH:28]=[CH:27][C:26]([O:29][CH3:30])=[CH:25][CH:24]=2)[C:18]2=[N:34][CH:35]=[C:36]([C:37]#[N:38])[N:17]2[N:16]=1. (7) Given the reactants [F:1][C:2]1[C:3]([O:12]C)=[C:4]([CH2:9][CH2:10][OH:11])[CH:5]=[C:6]([F:8])[CH:7]=1.B(Br)(Br)Br.O, predict the reaction product. The product is: [F:1][C:2]1[CH:7]=[C:6]([F:8])[CH:5]=[C:4]([CH2:9][CH2:10][OH:11])[C:3]=1[OH:12]. (8) Given the reactants I[C:2]1[CH:11]=[C:10]2[C:5]([CH:6]=[CH:7][C:8]([CH3:12])=[N:9]2)=[C:4]([O:13][CH2:14][CH2:15][N:16]2[CH2:21][CH2:20][CH:19]([CH2:22][C:23]3[CH:24]=[CH:25][C:26]4[O:31][CH2:30][C:29](=[O:32])[NH:28][C:27]=4[CH:33]=3)[CH2:18][CH2:17]2)[CH:3]=1.[Cu][C:35]#[N:36], predict the reaction product. The product is: [CH3:12][C:8]1[CH:7]=[CH:6][C:5]2[C:10](=[CH:11][C:2]([C:35]#[N:36])=[CH:3][C:4]=2[O:13][CH2:14][CH2:15][N:16]2[CH2:17][CH2:18][CH:19]([CH2:22][C:23]3[CH:24]=[CH:25][C:26]4[O:31][CH2:30][C:29](=[O:32])[NH:28][C:27]=4[CH:33]=3)[CH2:20][CH2:21]2)[N:9]=1.